This data is from Forward reaction prediction with 1.9M reactions from USPTO patents (1976-2016). The task is: Predict the product of the given reaction. (1) Given the reactants Cl[CH2:2][C:3](=O)[CH3:4].[Br-].[Li+].[CH2:8]([O:10][C:11](=[O:24])[CH2:12][CH2:13][C:14]1[CH:19]=[C:18]([C:20]([F:23])([F:22])[F:21])[CH:17]=[CH:16][N:15]=1)[CH3:9], predict the reaction product. The product is: [CH2:8]([O:10][C:11](=[O:24])[CH2:12][C:13]1[C:3]([CH3:4])=[CH:2][N:15]2[C:14]=1[CH:19]=[C:18]([C:20]([F:21])([F:22])[F:23])[CH:17]=[CH:16]2)[CH3:9]. (2) Given the reactants [Na:1].COC1OCC(CO[C:12]2[CH:17]=[CH:16][N:15]=[C:14]([CH2:18][S:19]([C:21]3[NH:25][C:24]4[CH:26]=[CH:27][CH:28]=[CH:29][C:23]=4[N:22]=3)=[O:20])[C:13]=2[CH3:30])CO1.[CH2:31]([C:33]1([CH2:41][CH3:42])[O:38][CH2:37][CH:36]([CH2:39][OH:40])[CH2:35][O:34]1)[CH3:32], predict the reaction product. The product is: [Na:1].[CH2:41]([C:33]1([CH2:31][CH3:32])[O:34][CH2:35][CH:36]([CH2:39][O:40][C:12]2[CH:17]=[CH:16][N:15]=[C:14]([CH2:18][S:19]([C:21]3[NH:25][C:24]4[CH:26]=[CH:27][CH:28]=[CH:29][C:23]=4[N:22]=3)=[O:20])[C:13]=2[CH3:30])[CH2:37][O:38]1)[CH3:42]. (3) The product is: [Cl:1][C:2]1[C:10]([F:11])=[CH:9][CH:8]=[CH:7][C:3]=1[C:4]([NH:21][CH2:20][CH:19]([C:16]1[CH:17]=[N:18][C:13]([CH3:12])=[N:14][CH:15]=1)[N:22]1[CH2:23][CH2:24][O:25][CH2:26][CH2:27]1)=[O:6]. Given the reactants [Cl:1][C:2]1[C:10]([F:11])=[CH:9][CH:8]=[CH:7][C:3]=1[C:4]([OH:6])=O.[CH3:12][C:13]1[N:18]=[CH:17][C:16]([CH:19]([N:22]2[CH2:27][CH2:26][O:25][CH2:24][CH2:23]2)[CH2:20][NH2:21])=[CH:15][N:14]=1, predict the reaction product. (4) Given the reactants O.O.O.C([O-])(=O)C.[Na+].Br[CH:10](Br)[C:11]([C:13]([F:16])([F:15])[F:14])=O.C(=O)(O)O.[NH2:22][NH:23][C:24]([NH2:26])=[NH:25].[OH-].[Na+], predict the reaction product. The product is: [NH2:26][C:24]1[N:23]=[N:22][CH:10]=[C:11]([C:13]([F:16])([F:15])[F:14])[N:25]=1. (5) The product is: [CH2:14]([N:11]1[CH2:10][CH:9]2[CH:13]([C:8]2([C:6]2[CH:5]=[CH:4][C:3]3[NH:21][C:24]([C:23]([F:28])([F:27])[F:22])=[N:1][C:2]=3[CH:7]=2)[CH3:20])[CH2:12]1)[CH2:15][CH2:16][CH2:17][CH2:18][CH3:19]. Given the reactants [NH2:1][C:2]1[CH:7]=[C:6]([C:8]2([CH3:20])[CH:13]3[CH:9]2[CH2:10][N:11]([CH2:14][CH2:15][CH2:16][CH2:17][CH2:18][CH3:19])[CH2:12]3)[CH:5]=[CH:4][C:3]=1[NH2:21].[F:22][C:23]([F:28])([F:27])[C:24](O)=O, predict the reaction product. (6) Given the reactants C([O:3][C:4]([C:6]1[C:11]([C:12]([O:14]CC)=[O:13])=[CH:10][C:9]([C:17]([F:20])([F:19])[F:18])=[C:8]([Cl:21])[N:7]=1)=[O:5])C.[OH-].[Na+].[Cl-].[Na+].Cl, predict the reaction product. The product is: [Cl:21][C:8]1[N:7]=[C:6]([C:4]([OH:5])=[O:3])[C:11]([C:12]([OH:14])=[O:13])=[CH:10][C:9]=1[C:17]([F:20])([F:18])[F:19]. (7) Given the reactants [C:1]1([C:7]2[CH:16]=[CH:15][C:14]3[C:9](=[CH:10][C:11]([CH:17]=O)=[CH:12][CH:13]=3)[N:8]=2)[CH:6]=[CH:5][CH:4]=[CH:3][CH:2]=1, predict the reaction product. The product is: [CH3:17][C:11]1[CH:10]=[C:9]2[C:14]([CH:15]=[CH:16][C:7]([C:1]3[CH:2]=[CH:3][CH:4]=[CH:5][CH:6]=3)=[N:8]2)=[CH:13][CH:12]=1. (8) The product is: [NH:8]1[CH2:12][CH2:11][CH:10]([P:13](=[O:20])([O:17][CH2:18][CH3:19])[O:14][CH2:15][CH3:16])[CH2:9]1. Given the reactants C([N:8]1[CH2:12][CH2:11][CH:10]([P:13](=[O:20])([O:17][CH2:18][CH3:19])[O:14][CH2:15][CH3:16])[CH2:9]1)C1C=CC=CC=1.C([O-])=O.[NH4+], predict the reaction product. (9) Given the reactants C([O:4][C:5]1[CH:6]=[C:7]2[C:11](=[CH:12][CH:13]=1)[C:10](=[O:14])[CH2:9][CH2:8]2)C=C.Cl[C:16]1[CH:21]=CC(Cl)=C[C:17]=1Cl, predict the reaction product. The product is: [CH2:21]([C:6]1[C:5]([OH:4])=[CH:13][CH:12]=[C:11]2[C:7]=1[CH2:8][CH2:9][C:10]2=[O:14])[CH:16]=[CH2:17]. (10) Given the reactants [C:1]([C:3]1[CH:8]=[CH:7][C:6]([N+:9]([O-])=O)=[CH:5][C:4]=1[C:12]1[CH:17]=[CH:16][C:15]([C:18]2[S:19][CH:20]=[CH:21][C:22]=2[NH:23][S:24]([CH:27]([CH3:29])[CH3:28])(=[O:26])=[O:25])=[CH:14][CH:13]=1)#[N:2].Cl[Sn]Cl.O, predict the reaction product. The product is: [NH2:9][C:6]1[CH:7]=[CH:8][C:3]([C:1]#[N:2])=[C:4]([C:12]2[CH:17]=[CH:16][C:15]([C:18]3[S:19][CH:20]=[CH:21][C:22]=3[NH:23][S:24]([CH:27]([CH3:29])[CH3:28])(=[O:26])=[O:25])=[CH:14][CH:13]=2)[CH:5]=1.